From a dataset of Experimentally validated miRNA-target interactions with 360,000+ pairs, plus equal number of negative samples. Binary Classification. Given a miRNA mature sequence and a target amino acid sequence, predict their likelihood of interaction. (1) The miRNA is hsa-miR-3689a-5p with sequence UGUGAUAUCAUGGUUCCUGGGA. The protein sequence of the target gene is MEQSPPPAPEPTQGPTPARSRRRREPESPPASAPIPLFGADTIGQRSPDGPVLSKAEFVEKVRQSNQACHDGDFHTAIVLYNEALAVDPQNCILYSNRSAAYMKIQQYDKALDDAIKARLLNPKWPKAYFRQGVALQYLGRHADALAAFASGLAQDPKSLQLLVGMVEAAMKSPMRDSLEPTYQQLQKMKLDKSPFVVVSVVGQELLTAGHHGASVVVLEAALKIGTCSLKLRGSVFSALSSAYWSLGNTEKSTGYMQQDLDVAKTLGDQTGECRAHGNLGSAFFSKGNYREALTNHRHQ.... Result: 0 (no interaction). (2) The miRNA is mmu-miR-136-5p with sequence ACUCCAUUUGUUUUGAUGAUGG. The protein sequence of the target gene is MEIPVPVQPSWLRRASAPLPGFSAPGRLFDQRFGEGLLEAELASLCPAAIAPYYLRAPSVALPTAQVSTDSGYFSVLLDVKHFLPEEISVKVVDDHVEVHARHEERPDEHGFIAREFHRRYRLPPGVDPAAVTSALSPEGVLSIQATPASAQAQLPSPPAAK. Result: 0 (no interaction). (3) The miRNA is hsa-miR-1263 with sequence AUGGUACCCUGGCAUACUGAGU. The protein sequence of the target gene is MLPCKKRRTTVTESLQHKGNQEENNVDLESAVKPESDQVKDLSSVSLSWDPSHGRVAGFEVQSLQDAGNQLGMEDTSLSSGMLTQNTNVPILEGVDVAISQGITLPSLESFHPLNIHIGKGKLHATGSKRGKKMTLRPGPVTQEDRCDHLTLKEPFSGEPSEEVKEEGGKPQMNSEGEIPSLPSGSQSAKPVSQPRKSTQPDVCASPQEKPLRTLFHQPEEEIEDGGLFIPMEEQDNEESEKRRKKKKGTKRKRDGRGQEGTLAYDLKLDDMLDRTLEDGAKQHNLTAVNVRNILHEVIT.... Result: 0 (no interaction). (4) The miRNA is hsa-miR-302a-5p with sequence ACUUAAACGUGGAUGUACUUGCU. The protein sequence of the target gene is MSVHYTLNLRVFWPLVTGLCTALVCLYHVLRGSGGARAEPADGVDGGFPLLKVAVLLLLSYVLLRCRHAVRQRFLPGSPRLEGHAAFSSRHFREPGLSILLESYYEHEVRLSPHVLGHSKAHVSRIVGELVRAGRARGSPGLIPGGALALAFRGDFIQVGSAYEQHKIRRPDSFDVLVPLRLPPLVALEPRSLGEEPALAPAFRGCFLCALKAPPSPSGASGGHWLRDCKPFADAFCVDVRGRRHLSATLVLRWFQSHLQRSLATVRYSLEGRCRVTLTPGGLEQPPTLHILPCRTDYGC.... Result: 1 (interaction).